The task is: Predict the product of the given reaction.. This data is from Forward reaction prediction with 1.9M reactions from USPTO patents (1976-2016). Given the reactants [C:1]([C:4]1[CH:9]=[CH:8][C:7](B(O)O)=[CH:6][CH:5]=1)(=[O:3])[NH2:2].Br[C:14]1[S:18][N:17]=[CH:16][C:15]=1[N+:19]([O-:21])=[O:20].C([O-])(O)=O.[Na+].O, predict the reaction product. The product is: [N+:19]([C:15]1[CH:16]=[N:17][S:18][C:14]=1[C:7]1[CH:8]=[CH:9][C:4]([C:1]([NH2:2])=[O:3])=[CH:5][CH:6]=1)([O-:21])=[O:20].